The task is: Predict the product of the given reaction.. This data is from Forward reaction prediction with 1.9M reactions from USPTO patents (1976-2016). Given the reactants [CH3:1][CH:2]([CH3:13])[C:3](=[O:12])[CH:4]=[CH:5][C:6]1[S:10][CH:9]=[N:8][C:7]=1[CH3:11].CO, predict the reaction product. The product is: [CH3:1][CH:2]([CH3:13])[C:3](=[O:12])[CH2:4][CH2:5][C:6]1[S:10][CH:9]=[N:8][C:7]=1[CH3:11].